Dataset: Full USPTO retrosynthesis dataset with 1.9M reactions from patents (1976-2016). Task: Predict the reactants needed to synthesize the given product. (1) The reactants are: [Cl:1][C:2]1[CH:9]=[CH:8][C:5]([CH2:6][NH2:7])=[CH:4][CH:3]=1.C(N)C1C=CC=CC=1.[NH2:18][C:19]1[S:20][C:21]([C:25](O)=[O:26])=[C:22]([CH3:24])[N:23]=1. Given the product [Cl:1][C:2]1[CH:9]=[CH:8][C:5]([CH2:6][NH:7][C:25]([C:21]2[S:20][C:19]([NH2:18])=[N:23][C:22]=2[CH3:24])=[O:26])=[CH:4][CH:3]=1, predict the reactants needed to synthesize it. (2) Given the product [F:1][C:2]1[CH:3]=[CH:4][C:5]([C:8]([N:10]2[CH2:15][CH2:14][C:13]3[N:16]=[C:17]([CH2:19][CH2:20][C:21]4[CH:22]=[CH:23][CH:24]=[CH:25][CH:26]=4)[O:18][C:12]=3[CH2:11]2)=[O:9])=[CH:6][CH:7]=1, predict the reactants needed to synthesize it. The reactants are: [F:1][C:2]1[CH:7]=[CH:6][C:5]([C:8]([N:10]2[CH2:15][CH2:14][C:13]3[N:16]=[C:17](/[CH:19]=[CH:20]/[C:21]4[CH:26]=[CH:25][CH:24]=[CH:23][CH:22]=4)[O:18][C:12]=3[CH2:11]2)=[O:9])=[CH:4][CH:3]=1.C([O-])=O.[NH4+]. (3) Given the product [ClH:44].[CH3:35][C:7]([S:9][C:10]1[S:11][CH:12]=[C:13]([CH2:15][CH2:16][NH:17][C:18]2[N:22]([C:23]3[CH:24]=[CH:25][C:26]([O:29][C:30]([F:31])([F:33])[F:32])=[CH:27][CH:28]=3)[N:21]=[C:20]([CH3:34])[CH:19]=2)[N:14]=1)([CH3:8])[C:6]([OH:36])=[O:5], predict the reactants needed to synthesize it. The reactants are: C([O:5][C:6](=[O:36])[C:7]([CH3:35])([S:9][C:10]1[S:11][CH:12]=[C:13]([CH2:15][CH2:16][NH:17][C:18]2[N:22]([C:23]3[CH:28]=[CH:27][C:26]([O:29][C:30]([F:33])([F:32])[F:31])=[CH:25][CH:24]=3)[N:21]=[C:20]([CH3:34])[CH:19]=2)[N:14]=1)[CH3:8])(C)(C)C.FC(F)(F)C(O)=O.[Cl:44]CCl. (4) Given the product [NH2:28][C:4]1[CH:5]=[C:6]([CH:26]=[CH:27][C:3]=1[NH:2][CH3:1])[O:7][C:8]1[CH:13]=[CH:12][N:11]=[C:10]([NH:14][C:15]([NH:17][CH2:18][CH2:19][N:20]2[CH2:25][CH2:24][O:23][CH2:22][CH2:21]2)=[O:16])[CH:9]=1, predict the reactants needed to synthesize it. The reactants are: [CH3:1][NH:2][C:3]1[CH:27]=[CH:26][C:6]([O:7][C:8]2[CH:13]=[CH:12][N:11]=[C:10]([NH:14][C:15]([NH:17][CH2:18][CH2:19][N:20]3[CH2:25][CH2:24][O:23][CH2:22][CH2:21]3)=[O:16])[CH:9]=2)=[CH:5][C:4]=1[N+:28]([O-])=O. (5) Given the product [Cl:1][C:2]1[CH:11]=[CH:10][C:5]([CH:6]=[CH:7][CH2:8][NH:17][CH2:16][C:15]2[CH:18]=[CH:19][C:20]([F:21])=[C:13]([F:12])[CH:14]=2)=[CH:4][CH:3]=1, predict the reactants needed to synthesize it. The reactants are: [Cl:1][C:2]1[CH:11]=[CH:10][C:5]([CH:6]=[CH:7][CH:8]=O)=[CH:4][CH:3]=1.[F:12][C:13]1[CH:14]=[C:15]([CH:18]=[CH:19][C:20]=1[F:21])[CH2:16][NH2:17].C(O[BH-](OC(=O)C)OC(=O)C)(=O)C.[Na+]. (6) Given the product [CH2:33]([NH:36][C:37]1[CH:38]=[C:39]([CH:43]=[C:44]([O:46][CH3:47])[N:45]=1)[C:6]([NH:7][C@@H:8]([CH2:21][C:22]1[CH:27]=[CH:26][CH:25]=[C:24]([O:28][CH2:29][CH:30]=[CH2:31])[CH:23]=1)[C@@H:9]([OH:20])[CH2:10][C@H:11]([C:13](=[O:19])[NH:14][CH2:15][CH2:16][CH2:17][CH3:18])[CH3:12])=[O:32])[CH:34]=[CH2:35], predict the reactants needed to synthesize it. The reactants are: C(O[C:6](=[O:32])[NH:7][C@@H:8]([CH2:21][C:22]1[CH:27]=[CH:26][CH:25]=[C:24]([O:28][CH2:29][CH:30]=[CH2:31])[CH:23]=1)[C@@H:9]([OH:20])[CH2:10][C@H:11]([C:13](=[O:19])[NH:14][CH2:15][CH2:16][CH2:17][CH3:18])[CH3:12])(C)(C)C.[CH2:33]([NH:36][C:37]1[CH:38]=[C:39]([CH:43]=[C:44]([O:46][CH3:47])[N:45]=1)C(O)=O)[CH:34]=[CH2:35].C1C=CC2N(O)N=NC=2C=1.CCN=C=NCCCN(C)C.Cl.CCN(CC)CC. (7) Given the product [CH2:1]([O:8][C:9]1[CH:10]=[C:11]([C:15]2[CH:31]=[C:18]3[N:19]=[C:20]([CH3:30])[C:21]([CH:24]([O:29][C:2]([CH3:7])([CH3:3])[CH3:1])[C:25]([O:27][CH3:28])=[O:26])=[C:22]([Cl:23])[N:17]3[N:16]=2)[CH:12]=[CH:13][CH:14]=1)[C:2]1[CH:3]=[CH:4][CH:5]=[CH:6][CH:7]=1, predict the reactants needed to synthesize it. The reactants are: [CH2:1]([O:8][C:9]1[CH:10]=[C:11]([C:15]2[CH:31]=[C:18]3[N:19]=[C:20]([CH3:30])[C:21]([CH:24]([OH:29])[C:25]([O:27][CH3:28])=[O:26])=[C:22]([Cl:23])[N:17]3[N:16]=2)[CH:12]=[CH:13][CH:14]=1)[C:2]1[CH:7]=[CH:6][CH:5]=[CH:4][CH:3]=1.C(Cl)Cl.Cl(O)(=O)(=O)=O. (8) The reactants are: [NH:1]1[C:10]2[C:5](=[CH:6][CH:7]=[CH:8][CH:9]=2)[CH2:4][CH:3]([CH2:11][OH:12])[CH2:2]1.N1C=CN=C1.[Si:18](Cl)([C:21]([CH3:24])([CH3:23])[CH3:22])([CH3:20])[CH3:19]. Given the product [Si:18]([O:12][CH2:11][CH:3]1[CH2:4][C:5]2[C:10](=[CH:9][CH:8]=[CH:7][CH:6]=2)[NH:1][CH2:2]1)([C:21]([CH3:24])([CH3:23])[CH3:22])([CH3:20])[CH3:19], predict the reactants needed to synthesize it. (9) Given the product [CH2:35]([N:27]([CH2:28][C:29]1[CH:34]=[CH:33][CH:32]=[CH:31][CH:30]=1)[C@H:20]1[CH2:19][C:18]2[C:23](=[CH:24][CH:25]=[CH:26][C:17]=2[C:5]2[CH:4]=[N:3][C:2]([CH3:1])=[N:7][CH:6]=2)[O:22][CH2:21]1)[C:36]1[CH:37]=[CH:38][CH:39]=[CH:40][CH:41]=1, predict the reactants needed to synthesize it. The reactants are: [CH3:1][C:2]1[N:7]=[CH:6][C:5](B(O)O)=[CH:4][N:3]=1.FC(F)(F)S(O[C:17]1[CH:26]=[CH:25][CH:24]=[C:23]2[C:18]=1[CH2:19][C@H:20]([N:27]([CH2:35][C:36]1[CH:41]=[CH:40][CH:39]=[CH:38][CH:37]=1)[CH2:28][C:29]1[CH:34]=[CH:33][CH:32]=[CH:31][CH:30]=1)[CH2:21][O:22]2)(=O)=O. (10) Given the product [F:33][C:32]([F:35])([F:34])[S:29]([O:1][C:2]1[CH:3]=[CH:4][C:5]([C:8]2[S:9][C:10]3[CH:16]=[CH:15][CH:14]=[C:13]([C:17](=[O:18])[NH2:19])[C:11]=3[N:12]=2)=[CH:6][CH:7]=1)(=[O:31])=[O:30], predict the reactants needed to synthesize it. The reactants are: [OH:1][C:2]1[CH:7]=[CH:6][C:5]([C:8]2[S:9][C:10]3[C:11](=[C:13]([C:17]([NH2:19])=[O:18])[CH:14]=[CH:15][CH:16]=3)[N:12]=2)=[CH:4][CH:3]=1.[H-].[Na+].C1C=CC(N([S:29]([C:32]([F:35])([F:34])[F:33])(=[O:31])=[O:30])[S:29]([C:32]([F:35])([F:34])[F:33])(=[O:31])=[O:30])=CC=1.